Dataset: Peptide-MHC class I binding affinity with 185,985 pairs from IEDB/IMGT. Task: Regression. Given a peptide amino acid sequence and an MHC pseudo amino acid sequence, predict their binding affinity value. This is MHC class I binding data. (1) The peptide sequence is FELLHFISS. The MHC is HLA-A26:01 with pseudo-sequence HLA-A26:01. The binding affinity (normalized) is 0.0847. (2) The binding affinity (normalized) is 0.796. The MHC is HLA-B51:01 with pseudo-sequence HLA-B51:01. The peptide sequence is FPYVTSQII. (3) The peptide sequence is MMGIILSKY. The MHC is HLA-A29:02 with pseudo-sequence HLA-A29:02. The binding affinity (normalized) is 0.635. (4) The peptide sequence is HLAAQGMAY. The MHC is HLA-B40:01 with pseudo-sequence HLA-B40:01. The binding affinity (normalized) is 0. (5) The peptide sequence is RPAPATGAL. The MHC is HLA-A30:01 with pseudo-sequence HLA-A30:01. The binding affinity (normalized) is 0.0847. (6) The peptide sequence is AEILSGRVI. The binding affinity (normalized) is 0.0847. The MHC is HLA-B39:01 with pseudo-sequence HLA-B39:01. (7) The MHC is HLA-B44:02 with pseudo-sequence HLA-B44:02. The peptide sequence is WEPSKGWNDW. The binding affinity (normalized) is 0.630.